Dataset: Reaction yield outcomes from USPTO patents with 853,638 reactions. Task: Predict the reaction yield, written as a fraction of the theoretical maximum amount of product (1.0 means a 100% yield; for example, 0.34 means a 34% yield). (1) The reactants are [C:1]([Si:5]([O:8][CH:9]([CH2:13][CH2:14][CH:15]1[CH:24]([S:25]([C:28]2[CH:33]=[CH:32][C:31]([Cl:34])=[CH:30][CH:29]=2)(=[O:27])=[O:26])[C:23]2[C:18](=[C:19]([F:36])[CH:20]=[CH:21][C:22]=2[F:35])[O:17][CH2:16]1)[CH2:10][CH:11]=C)([CH3:7])[CH3:6])([CH3:4])([CH3:3])[CH3:2].[O:37]=[O+][O-].[BH4-].[Na+]. The catalyst is CO.C(Cl)Cl. The product is [C:1]([Si:5]([CH3:6])([CH3:7])[O:8][CH:9]([CH2:13][CH2:14][CH:15]1[CH:24]([S:25]([C:28]2[CH:29]=[CH:30][C:31]([Cl:34])=[CH:32][CH:33]=2)(=[O:27])=[O:26])[C:23]2[C:18](=[C:19]([F:36])[CH:20]=[CH:21][C:22]=2[F:35])[O:17][CH2:16]1)[CH2:10][CH2:11][OH:37])([CH3:3])([CH3:2])[CH3:4]. The yield is 0.500. (2) The reactants are [C:1]1([C@H:7]([CH2:9][OH:10])[NH2:8])[CH:6]=[CH:5][CH:4]=[CH:3][CH:2]=1.Cl[CH2:12]/[CH:13]=[CH:14]\[CH2:15]Cl. The product is [C:1]1([C@@H:7]([N:8]2[CH2:15][CH:14]=[CH:13][CH2:12]2)[CH2:9][OH:10])[CH:6]=[CH:5][CH:4]=[CH:3][CH:2]=1. No catalyst specified. The yield is 0.580. (3) The reactants are [CH2:1]([O:3][C:4](=[O:40])[CH2:5][CH2:6][CH2:7][O:8][C:9]1[CH:14]=[CH:13][CH:12]=[C:11]([CH2:15][CH2:16][CH2:17][CH2:18][CH2:19][CH2:20][O:21][C:22]2[CH:27]=[C:26]([S:28]([CH3:31])(=[O:30])=[O:29])[CH:25]=[C:24](Br)[CH:23]=2)[C:10]=1[CH2:33][CH2:34][C:35]([O:37][CH2:38][CH3:39])=[O:36])[CH3:2].[F:41][C:42]1([F:54])[O:46][C:45]2[CH:47]=[CH:48][C:49](B(O)O)=[CH:50][C:44]=2[O:43]1.C(=O)([O-])[O-].[Na+].[Na+]. The catalyst is COCCOC.C(OCC)(=O)C.C1C=CC([P]([Pd]([P](C2C=CC=CC=2)(C2C=CC=CC=2)C2C=CC=CC=2)([P](C2C=CC=CC=2)(C2C=CC=CC=2)C2C=CC=CC=2)[P](C2C=CC=CC=2)(C2C=CC=CC=2)C2C=CC=CC=2)(C2C=CC=CC=2)C2C=CC=CC=2)=CC=1. The product is [CH2:1]([O:3][C:4](=[O:40])[CH2:5][CH2:6][CH2:7][O:8][C:9]1[CH:14]=[CH:13][CH:12]=[C:11]([CH2:15][CH2:16][CH2:17][CH2:18][CH2:19][CH2:20][O:21][C:22]2[CH:27]=[C:26]([S:28]([CH3:31])(=[O:30])=[O:29])[CH:25]=[C:24]([C:49]3[CH:48]=[CH:47][C:45]4[O:46][C:42]([F:41])([F:54])[O:43][C:44]=4[CH:50]=3)[CH:23]=2)[C:10]=1[CH2:33][CH2:34][C:35]([O:37][CH2:38][CH3:39])=[O:36])[CH3:2]. The yield is 0.890. (4) The reactants are [Cl-].[Ce+3].[Cl-].[Cl-].[BH4-:5].[Na+].[CH3:7][N:8]([CH3:26])[C:9]1[CH:14]=[CH:13][C:12]([PH:15](=O)[C:16]2[CH:21]=[CH:20][C:19]([N:22]([CH3:24])[CH3:23])=[CH:18][CH:17]=2)=[CH:11][CH:10]=1.[H-].[Al+3].[Li+].[H-].[H-].[H-].Cl.[OH-].[Na+]. The catalyst is O1CCCC1.C1(C)C=CC=CC=1.O. The product is [CH3:7][N:8]([CH3:26])[C:9]1[CH:10]=[CH:11][C:12]([PH:15][C:16]2[CH:21]=[CH:20][C:19]([N:22]([CH3:24])[CH3:23])=[CH:18][CH:17]=2)=[CH:13][CH:14]=1.[BH3:5]. The yield is 0.205. (5) The reactants are [Cl:1][C:2]1[CH:7]=[CH:6][C:5]([S:8]([N:11]([C@H:21]([CH2:25][CH:26]([CH3:28])[CH3:27])[C:22]([NH2:24])=[O:23])[CH2:12][C:13]2[CH:18]=[CH:17][C:16]([CH2:19][OH:20])=[CH:15][CH:14]=2)(=[O:10])=[O:9])=[CH:4][CH:3]=1.CCN(CC)CC.[CH3:36][S:37](Cl)(=[O:39])=[O:38]. The catalyst is C(Cl)Cl. The product is [C:22]([C@H:21]([N:11]([CH2:12][C:13]1[CH:18]=[CH:17][C:16]([CH2:19][O:20][S:37]([CH3:36])(=[O:39])=[O:38])=[CH:15][CH:14]=1)[S:8]([C:5]1[CH:4]=[CH:3][C:2]([Cl:1])=[CH:7][CH:6]=1)(=[O:10])=[O:9])[CH2:25][CH:26]([CH3:28])[CH3:27])(=[O:23])[NH2:24]. The yield is 1.00. (6) The reactants are [Cl:1][C:2]1[CH:3]=[C:4](/[C:12](=[N:16]\[O:17][CH:18]2[CH2:22][CH2:21][CH2:20][CH2:19]2)/[C:13]([OH:15])=O)[CH:5]=[CH:6][C:7]=1[S:8]([CH3:11])(=[O:10])=[O:9].[CH3:23][N:24]1[CH:28]=[CH:27][C:26]([NH2:29])=[N:25]1.C(N(CC)C(C)C)(C)C. The catalyst is C(#N)C. The product is [Cl:1][C:2]1[CH:3]=[C:4](/[C:12](=[N:16]\[O:17][CH:18]2[CH2:22][CH2:21][CH2:20][CH2:19]2)/[C:13]([NH:29][C:26]2[CH:27]=[CH:28][N:24]([CH3:23])[N:25]=2)=[O:15])[CH:5]=[CH:6][C:7]=1[S:8]([CH3:11])(=[O:9])=[O:10]. The yield is 0.690. (7) The reactants are [N+:1]([C:4]1[CH:5]=[C:6]2[C:10](=[CH:11][CH:12]=1)[NH:9][N:8]=[CH:7]2)([O-:3])=[O:2].[Br:13]Br. The catalyst is C(O)(=O)C. The product is [Br:13][C:7]1[C:6]2[C:10](=[CH:11][CH:12]=[C:4]([N+:1]([O-:3])=[O:2])[CH:5]=2)[NH:9][N:8]=1. The yield is 0.770. (8) The reactants are Br[C:2]1[CH:3]=[C:4]2[C:9](=[C:10]([CH3:12])[CH:11]=1)[O:8][CH:7]([C:13]([F:16])([F:15])[F:14])[C:6]([C:17]([O:19][CH2:20][CH3:21])=[O:18])=[CH:5]2.C([O-])(=O)C.[K+].[B:27]1([B:27]2[O:31][C:30]([CH3:33])([CH3:32])[C:29]([CH3:35])([CH3:34])[O:28]2)[O:31][C:30]([CH3:33])([CH3:32])[C:29]([CH3:35])([CH3:34])[O:28]1.O. The catalyst is O1CCOCC1.C1C=CC(/C=C/C(/C=C/C2C=CC=CC=2)=O)=CC=1.C1C=CC(/C=C/C(/C=C/C2C=CC=CC=2)=O)=CC=1.[Pd].C1(P(C2CCCCC2)C2CCCCC2)CCCCC1. The product is [CH3:12][C:10]1[CH:11]=[C:2]([B:27]2[O:31][C:30]([CH3:33])([CH3:32])[C:29]([CH3:35])([CH3:34])[O:28]2)[CH:3]=[C:4]2[C:9]=1[O:8][CH:7]([C:13]([F:16])([F:15])[F:14])[C:6]([C:17]([O:19][CH2:20][CH3:21])=[O:18])=[CH:5]2. The yield is 0.980. (9) The reactants are [Br:1][C:2]1[C:7](=[O:8])[N:6]([C:9]2[C:14]([F:15])=[CH:13][CH:12]=[CH:11][C:10]=2[F:16])[C:5]([CH:17]=O)=[CH:4][C:3]=1[O:19][CH2:20][C:21]1[CH:26]=[CH:25][C:24]([F:27])=[CH:23][C:22]=1[F:28].[NH:29]1[CH2:34][CH2:33][O:32][CH2:31][CH2:30]1. The catalyst is ClCCl. The product is [Br:1][C:2]1[C:7](=[O:8])[N:6]([C:9]2[C:10]([F:16])=[CH:11][CH:12]=[CH:13][C:14]=2[F:15])[C:5]([CH2:17][N:29]2[CH2:34][CH2:33][O:32][CH2:31][CH2:30]2)=[CH:4][C:3]=1[O:19][CH2:20][C:21]1[CH:26]=[CH:25][C:24]([F:27])=[CH:23][C:22]=1[F:28]. The yield is 0.290.